From a dataset of Catalyst prediction with 721,799 reactions and 888 catalyst types from USPTO. Predict which catalyst facilitates the given reaction. Reactant: [Cl:1][C:2]1[CH:7]=[CH:6][CH:5]=[CH:4][C:3]=1Br.C([Li])CCC.CCCCCC.[F:20][C:21]([F:31])([F:30])[C:22]1[CH:29]=[CH:28][C:25]([CH:26]=[O:27])=[CH:24][CH:23]=1.[Cl-].[NH4+]. Product: [Cl:1][C:2]1[CH:7]=[CH:6][CH:5]=[CH:4][C:3]=1[CH:26]([C:25]1[CH:24]=[CH:23][C:22]([C:21]([F:20])([F:30])[F:31])=[CH:29][CH:28]=1)[OH:27]. The catalyst class is: 1.